The task is: Regression. Given a peptide amino acid sequence and an MHC pseudo amino acid sequence, predict their binding affinity value. This is MHC class I binding data.. This data is from Peptide-MHC class I binding affinity with 185,985 pairs from IEDB/IMGT. The peptide sequence is FTNSQIFNII. The MHC is HLA-A02:06 with pseudo-sequence HLA-A02:06. The binding affinity (normalized) is 0.345.